The task is: Predict which catalyst facilitates the given reaction.. This data is from Catalyst prediction with 721,799 reactions and 888 catalyst types from USPTO. Reactant: [C:1]([O:5][C:6]([N:8]([CH3:42])[C:9]1[N:13]([CH:14]2[CH2:19][CH2:18][CH2:17][N:16]([C:20]([O:22][C:23]([CH3:26])([CH3:25])[CH3:24])=[O:21])[CH2:15]2)[N:12]=[C:11]([C:27]2[CH:32]=[CH:31][C:30]([O:33][C:34]3[CH:39]=[CH:38][CH:37]=[CH:36][CH:35]=3)=[CH:29][CH:28]=2)[C:10]=1[C:40]#[N:41])=[O:7])([CH3:4])([CH3:3])[CH3:2].C([O-])([O-])=[O:44].[K+].[K+].OO.O. Product: [C:1]([O:5][C:6]([N:8]([CH3:42])[C:9]1[N:13]([CH:14]2[CH2:19][CH2:18][CH2:17][N:16]([C:20]([O:22][C:23]([CH3:26])([CH3:25])[CH3:24])=[O:21])[CH2:15]2)[N:12]=[C:11]([C:27]2[CH:28]=[CH:29][C:30]([O:33][C:34]3[CH:35]=[CH:36][CH:37]=[CH:38][CH:39]=3)=[CH:31][CH:32]=2)[C:10]=1[C:40](=[O:44])[NH2:41])=[O:7])([CH3:2])([CH3:3])[CH3:4]. The catalyst class is: 16.